This data is from Full USPTO retrosynthesis dataset with 1.9M reactions from patents (1976-2016). The task is: Predict the reactants needed to synthesize the given product. (1) Given the product [CH2:34]([O:33][C@@H:5]([CH2:6][C:7]1[CH:8]=[CH:9][C:10]([O:13][CH2:14][C:15]2[O:16][C:17]([C:21]3[CH:22]=[CH:23][C:24]([C:27]4[O:31][N:30]=[C:29]([CH3:32])[CH:28]=4)=[CH:25][CH:26]=3)=[CH:18][C:19]=2[CH3:20])=[CH:11][CH:12]=1)[C:4]([OH:36])=[O:3])[CH3:35], predict the reactants needed to synthesize it. The reactants are: C([O:3][C:4](=[O:36])[C@@H:5]([O:33][CH2:34][CH3:35])[CH2:6][C:7]1[CH:12]=[CH:11][C:10]([O:13][CH2:14][C:15]2[O:16][C:17]([C:21]3[CH:26]=[CH:25][C:24]([C:27]4[O:31][N:30]=[C:29]([CH3:32])[CH:28]=4)=[CH:23][CH:22]=3)=[CH:18][C:19]=2[CH3:20])=[CH:9][CH:8]=1)C.C(OC(=O)[C@@H](OCC)CC1C=CC(OCC2OC(Br)=CC=2C)=CC=1)C.CC1C=C(C2C=CC(B3OC(C)(C)C(C)(C)O3)=CC=2)ON=1. (2) Given the product [C:8]([O:7][C:6]([NH:5][C@@H:2]([CH3:1])[C@@H:3]([OH:4])[C:14]([F:21])([F:20])[C:15]([O:17][CH2:18][CH3:19])=[O:16])=[O:12])([CH3:11])([CH3:10])[CH3:9], predict the reactants needed to synthesize it. The reactants are: [CH3:1][C@H:2]([NH:5][C:6](=[O:12])[O:7][C:8]([CH3:11])([CH3:10])[CH3:9])[CH:3]=[O:4].Br[C:14]([F:21])([F:20])[C:15]([O:17][CH2:18][CH3:19])=[O:16].Cl. (3) Given the product [O:1]=[C:2]1[N:10]2[C:13]([CH2:14][CH2:15][C:16]([OH:18])=[O:17])=[N:12][N:11]=[C:9]2[N:8]([CH2:19][CH2:20][CH2:21][CH2:22][CH3:23])[C:7]2[N:6]=[CH:5][NH:4][C:3]1=2, predict the reactants needed to synthesize it. The reactants are: [O:1]=[C:2]1[NH:10]/[C:9](=[N:11]\[N:12]=[CH:13]\[CH2:14][CH2:15][C:16]([OH:18])=[O:17])/[N:8]([CH2:19][CH2:20][CH2:21][CH2:22][CH3:23])[C:7]2[N:6]=[CH:5][NH:4][C:3]1=2. (4) Given the product [CH2:29]([N:24]1[C:23]([C:21]([NH:20][C:16]2[CH:15]=[C:14]([CH:19]=[CH:18][CH:17]=2)[C:12]([C:8]2[CH:7]=[C:6]3[C:11]([C:3](=[CH:2][NH:37][C:38]4[CH:39]=[CH:40][C:41]([CH2:44][CH2:45][CH2:46][C:47]([OH:49])=[O:48])=[CH:42][CH:43]=4)[C:4](=[O:31])[NH:5]3)=[CH:10][CH:9]=2)=[O:13])=[O:22])=[CH:27][C:26]([CH3:28])=[N:25]1)[CH3:30], predict the reactants needed to synthesize it. The reactants are: O[CH:2]=[C:3]1[C:11]2[C:6](=[CH:7][C:8]([C:12]([C:14]3[CH:15]=[C:16]([NH:20][C:21]([C:23]4[N:24]([CH2:29][CH3:30])[N:25]=[C:26]([CH3:28])[CH:27]=4)=[O:22])[CH:17]=[CH:18][CH:19]=3)=[O:13])=[CH:9][CH:10]=2)[NH:5][C:4]1=[O:31].C1COCC1.[NH2:37][C:38]1[CH:43]=[CH:42][C:41]([CH2:44][CH2:45][CH2:46][C:47]([OH:49])=[O:48])=[CH:40][CH:39]=1. (5) Given the product [Br:22][C:16]1[CH:17]=[CH:18][C:19]([F:21])=[CH:20][C:15]=1[O:14][CH:11]1[CH2:12][CH2:13][N:8]([C:5]2[N:4]=[CH:3][C:2]([C:33]#[C:32][C:30]([CH3:31])([OH:34])[CH3:29])=[CH:7][N:6]=2)[CH2:9][CH2:10]1, predict the reactants needed to synthesize it. The reactants are: Br[C:2]1[CH:3]=[N:4][C:5]([N:8]2[CH2:13][CH2:12][CH:11]([O:14][C:15]3[CH:20]=[C:19]([F:21])[CH:18]=[CH:17][C:16]=3[Br:22])[CH2:10][CH2:9]2)=[N:6][CH:7]=1.C(=O)([O-])[O-].[K+].[K+].[CH3:29][C:30]([OH:34])([C:32]#[CH:33])[CH3:31]. (6) Given the product [CH2:1]([O:3][C:4](=[O:30])[CH2:5][O:6][C:7]1[CH:12]=[CH:11][C:10]([O:13][CH2:14][C:15]2[S:16][C:17]([Br:28])=[C:18]([C:20]3[CH:25]=[CH:24][C:23]4[O:26][CH2:27][CH2:33][O:34][C:22]=4[CH:21]=3)[N:19]=2)=[CH:9][C:8]=1[CH3:29])[CH3:2], predict the reactants needed to synthesize it. The reactants are: [CH2:1]([O:3][C:4](=[O:30])[CH2:5][O:6][C:7]1[CH:12]=[CH:11][C:10]([O:13][CH2:14][C:15]2[S:16][C:17]([Br:28])=[C:18]([C:20]3[CH:25]=[CH:24][C:23]([O:26][CH3:27])=[CH:22][CH:21]=3)[N:19]=2)=[CH:9][C:8]=1[CH3:29])[CH3:2].BrC[C:33](C1C=CC(OC)=CC=1)=[O:34]. (7) Given the product [CH3:19][O:18][C:15]1[CH:14]=[C:10]2[C:9](=[CH:17][CH:16]=1)[N:7]=[CH:5][NH:6][C:11]2=[O:12], predict the reactants needed to synthesize it. The reactants are: C(O)(=O)C.[CH:5]([NH2:7])=[NH:6].N[C:9]1[CH:17]=[CH:16][C:15]([O:18][CH3:19])=[CH:14][C:10]=1[C:11](O)=[O:12]. (8) Given the product [CH2:28]([O:27][C:25](=[O:26])[CH2:24][N:14]1[CH2:13][CH2:12][N:11]([C:9](=[O:10])[CH2:8][CH:7]([C:1]2[CH:2]=[CH:3][CH:4]=[CH:5][CH:6]=2)[C:17]2[CH:22]=[CH:21][CH:20]=[CH:19][CH:18]=2)[CH2:16][CH2:15]1)[CH3:29], predict the reactants needed to synthesize it. The reactants are: [C:1]1([CH:7]([C:17]2[CH:22]=[CH:21][CH:20]=[CH:19][CH:18]=2)[CH2:8][C:9]([N:11]2[CH2:16][CH2:15][NH:14][CH2:13][CH2:12]2)=[O:10])[CH:6]=[CH:5][CH:4]=[CH:3][CH:2]=1.Br[CH2:24][C:25]([O:27][CH2:28][CH3:29])=[O:26].C([O-])([O-])=O.[K+].[K+].O. (9) Given the product [CH3:1][O:2][C:3]1[C:8]2[O:9][C:10]([CH3:12])=[CH:11][C:7]=2[C:6]([CH:13]=[O:14])=[CH:5][CH:4]=1, predict the reactants needed to synthesize it. The reactants are: [CH3:1][O:2][C:3]1[C:8]2[O:9][C:10]([CH3:12])=[CH:11][C:7]=2[CH:6]=[CH:5][CH:4]=1.[CH3:13][O:14]C(Cl)Cl. (10) Given the product [NH2:33][C:26](=[O:28])[C@@H:25]([NH:24][C:6]1[N:5]=[C:4]([C:1]([NH2:2])=[O:3])[CH:9]=[C:8]([C:10]2[CH:15]=[CH:14][C:13]([O:16][C:17]3[CH:18]=[CH:19][C:20]([F:23])=[CH:21][CH:22]=3)=[CH:12][CH:11]=2)[N:7]=1)[CH3:30], predict the reactants needed to synthesize it. The reactants are: [C:1]([C:4]1[CH:9]=[C:8]([C:10]2[CH:15]=[CH:14][C:13]([O:16][C:17]3[CH:22]=[CH:21][C:20]([F:23])=[CH:19][CH:18]=3)=[CH:12][CH:11]=2)[N:7]=[C:6]([NH:24][C@@H:25]([CH3:30])[C:26]([O:28]C)=O)[N:5]=1)(=[O:3])[NH2:2].CO.[NH3:33].